Dataset: Forward reaction prediction with 1.9M reactions from USPTO patents (1976-2016). Task: Predict the product of the given reaction. (1) Given the reactants [Br:1][C:2]1[CH:29]=[CH:28][C:5]([CH2:6][O:7][C:8]2[CH:13]=[CH:12][CH:11]=[CH:10][C:9]=2[CH2:14][CH2:15][NH:16][CH2:17][C:18]2[CH:27]=[CH:26][C:21]([C:22]([O:24][CH3:25])=[O:23])=[CH:20][CH:19]=2)=[CH:4][CH:3]=1.Br[CH2:31][CH2:32][C:33]1[CH:40]=[CH:39][C:36]([C:37]#[N:38])=[CH:35][CH:34]=1.C(=O)([O-])[O-].[Na+].[Na+], predict the reaction product. The product is: [Br:1][C:2]1[CH:3]=[CH:4][C:5]([CH2:6][O:7][C:8]2[CH:13]=[CH:12][CH:11]=[CH:10][C:9]=2[CH2:14][CH2:15][N:16]([CH2:17][C:18]2[CH:19]=[CH:20][C:21]([C:22]([O:24][CH3:25])=[O:23])=[CH:26][CH:27]=2)[CH2:31][CH2:32][C:33]2[CH:40]=[CH:39][C:36]([C:37]#[N:38])=[CH:35][CH:34]=2)=[CH:28][CH:29]=1. (2) Given the reactants [C:1]([O:4][CH2:5][C:6]1([CH2:18][CH2:19][CH:20]([CH3:22])[CH3:21])[C:15]2[C:10](=[CH:11][CH:12]=[CH:13][CH:14]=2)[CH2:9][CH:8]=[C:7]1[O:16][CH3:17])(=[O:3])[CH3:2].[Cr](O[Cr]([O-])(=O)=O)([O-])(=O)=[O:24].[NH+]1C=CC=CC=1.[NH+]1C=CC=CC=1.C(OOC(C)(C)C)(C)(C)C.O, predict the reaction product. The product is: [C:1]([O:4][CH2:5][C:6]1([CH2:18][CH2:19][CH:20]([CH3:22])[CH3:21])[C:15]2[C:10](=[CH:11][CH:12]=[CH:13][CH:14]=2)[C:9](=[O:24])[CH:8]=[C:7]1[O:16][CH3:17])(=[O:3])[CH3:2]. (3) Given the reactants C1([Si](OC)(OC)OC)C=CC=CC=1.C(O[Si](OCC)(OCC)OCC)C.C[Si](OCC)(OCC)OCC.[C:38]([O-:41])(=[O:40])[CH3:39].C(O[Si](CCC[NH+:55]1[CH2:59][CH2:58][N:57]=[CH:56]1)(OCC)OCC)C.Cl.C(OCC(O)C)C, predict the reaction product. The product is: [C:38]([O-:41])(=[O:40])[CH3:39].[NH+:55]1[CH:59]=[CH:58][NH:57][CH:56]=1. (4) Given the reactants CC1(C)C(C)(C)OB([C:9]2[CH:10]=[N:11][N:12](C(OC(C)(C)C)=O)[CH:13]=2)O1.O1C=CC=C1P(C1OC=CC=1)C1OC=CC=1.C(=O)([O-])[O-].[Cs+].[Cs+].Br[C:45]1[CH:46]=[CH:47][C:48](/[C:53](/[C:72]2[CH:77]=[CH:76][C:75]([Cl:78])=[CH:74][CH:73]=2)=[CH:54]/[C@@H:55]2[N:59]([CH2:60][C:61]3[CH:66]=[CH:65][C:64]([O:67][CH3:68])=[CH:63][C:62]=3[O:69][CH3:70])[C:58](=[O:71])[CH2:57][CH2:56]2)=[N:49][C:50]=1[O:51][CH3:52], predict the reaction product. The product is: [Cl:78][C:75]1[CH:74]=[CH:73][C:72](/[C:53](/[C:48]2[CH:47]=[CH:46][C:45]([C:9]3[CH:13]=[N:12][NH:11][CH:10]=3)=[C:50]([O:51][CH3:52])[N:49]=2)=[CH:54]\[C@@H:55]2[N:59]([CH2:60][C:61]3[CH:66]=[CH:65][C:64]([O:67][CH3:68])=[CH:63][C:62]=3[O:69][CH3:70])[C:58](=[O:71])[CH2:57][CH2:56]2)=[CH:77][CH:76]=1.